Task: Regression. Given two drug SMILES strings and cell line genomic features, predict the synergy score measuring deviation from expected non-interaction effect.. Dataset: NCI-60 drug combinations with 297,098 pairs across 59 cell lines Drug 1: C1CCN(CC1)CCOC2=CC=C(C=C2)C(=O)C3=C(SC4=C3C=CC(=C4)O)C5=CC=C(C=C5)O. Drug 2: C1=CC(=CC=C1CCCC(=O)O)N(CCCl)CCCl. Synergy scores: CSS=16.9, Synergy_ZIP=4.35, Synergy_Bliss=4.38, Synergy_Loewe=1.41, Synergy_HSA=2.22. Cell line: PC-3.